From a dataset of Catalyst prediction with 721,799 reactions and 888 catalyst types from USPTO. Predict which catalyst facilitates the given reaction. (1) Reactant: C(OC(=O)[NH:7][C@@H:8]1[CH2:13][CH2:12][C@@H:11]([C:14](=[O:27])[NH:15][C:16]2[CH:17]=[CH:18][CH:19]=[C:20]3[C:25]=2[N:24]=[C:23]([CH3:26])[CH:22]=[CH:21]3)[CH2:10][C@H:9]1[O:28][CH3:29])(C)(C)C. Product: [CH3:26][C:23]1[CH:22]=[CH:21][C:20]2[C:25](=[C:16]([NH:15][C:14]([C@@H:11]3[CH2:12][CH2:13][C@@H:8]([NH2:7])[C@H:9]([O:28][CH3:29])[CH2:10]3)=[O:27])[CH:17]=[CH:18][CH:19]=2)[N:24]=1. The catalyst class is: 4. (2) Reactant: [F:1][C:2]1[CH:3]=[C:4]([NH2:9])[C:5]([NH2:8])=[N:6][CH:7]=1.[CH2:10](OC(OCC)OCC)C. Product: [F:1][C:2]1[CH:3]=[C:4]2[N:9]=[CH:10][NH:8][C:5]2=[N:6][CH:7]=1. The catalyst class is: 106. (3) Reactant: [CH3:1][C:2]1[O:6][C:5]([C:7]2[CH:23]=[CH:22][C:10]([C:11]([NH:13][CH2:14][CH2:15][C:16]3[CH:17]=[N:18][CH:19]=[CH:20][CH:21]=3)=[O:12])=[CH:9][CH:8]=2)=[N:4][C:3]=1[CH2:24][S:25]([CH:28]1[CH2:33][CH2:32][NH:31][CH2:30][CH2:29]1)(=[O:27])=[O:26].[CH2:34]=O. Product: [CH3:1][C:2]1[O:6][C:5]([C:7]2[CH:8]=[CH:9][C:10]([C:11]([NH:13][CH2:14][CH2:15][C:16]3[CH:17]=[N:18][CH:19]=[CH:20][CH:21]=3)=[O:12])=[CH:22][CH:23]=2)=[N:4][C:3]=1[CH2:24][S:25]([CH:28]1[CH2:29][CH2:30][N:31]([CH3:34])[CH2:32][CH2:33]1)(=[O:27])=[O:26]. The catalyst class is: 106. (4) Reactant: [C:1]([O:5][C:6]([NH:8][CH2:9][CH2:10][O:11][C:12]1[CH:13]=[C:14]([CH:17]=[CH:18][C:19]=1[CH2:20][OH:21])[C:15]#[N:16])=[O:7])([CH3:4])([CH3:3])[CH3:2]. Product: [C:1]([O:5][C:6]([NH:8][CH2:9][CH2:10][O:11][C:12]1[CH:13]=[C:14]([CH:17]=[CH:18][C:19]=1[CH:20]=[O:21])[C:15]#[N:16])=[O:7])([CH3:4])([CH3:2])[CH3:3]. The catalyst class is: 327.